This data is from TCR-epitope binding with 47,182 pairs between 192 epitopes and 23,139 TCRs. The task is: Binary Classification. Given a T-cell receptor sequence (or CDR3 region) and an epitope sequence, predict whether binding occurs between them. (1) The TCR CDR3 sequence is CASSPMNTEAFF. The epitope is FLYNLLTRV. Result: 1 (the TCR binds to the epitope). (2) The epitope is FTISVTTEIL. The TCR CDR3 sequence is CASSRQGWAPNSPLHF. Result: 1 (the TCR binds to the epitope). (3) The epitope is IPIQASLPF. The TCR CDR3 sequence is CASSLLGGGGEAFF. Result: 0 (the TCR does not bind to the epitope). (4) The epitope is SEVGPEHSLAEY. The TCR CDR3 sequence is CASSHKPITGMNTEAFF. Result: 1 (the TCR binds to the epitope). (5) The epitope is RQLLFVVEV. The TCR CDR3 sequence is CASSFYPGQGETQYF. Result: 0 (the TCR does not bind to the epitope). (6) Result: 1 (the TCR binds to the epitope). The TCR CDR3 sequence is CASSWGVETQYF. The epitope is PKYVKQNTLKLAT.